The task is: Predict which catalyst facilitates the given reaction.. This data is from Catalyst prediction with 721,799 reactions and 888 catalyst types from USPTO. (1) Reactant: [CH2:1]([C:5]1[N:9]2[CH:10]=[CH:11][CH:12]=[CH:13][C:8]2=[C:7]([C:14]([OH:16])=O)[N:6]=1)[CH2:2][CH2:3][CH3:4].C(Cl)CCl.C1C=CC2N(O)N=NC=2C=1.CCN(CC)CC.[C:38]12([NH2:48])[CH2:47][CH:42]3[CH2:43][CH:44]([CH2:46][CH:40]([CH2:41]3)[CH2:39]1)[CH2:45]2. Product: [C:38]12([NH:48][C:14]([C:7]3[N:6]=[C:5]([CH2:1][CH2:2][CH2:3][CH3:4])[N:9]4[CH:10]=[CH:11][CH:12]=[CH:13][C:8]=34)=[O:16])[CH2:45][CH:44]3[CH2:43][CH:42]([CH2:41][CH:40]([CH2:46]3)[CH2:39]1)[CH2:47]2. The catalyst class is: 39. (2) Reactant: [OH:1][C:2]1[CH:7]=[CH:6][N:5]=[C:4]([C:8]([F:11])([F:10])[F:9])[CH:3]=1.[CH2:12]([C:14]1[CH:19]=[C:18](S(C)(=O)=O)[N:17]=[C:16]([CH2:24][NH:25][C:26]([CH:28]2[CH2:30][CH2:29]2)=[O:27])[N:15]=1)[CH3:13].C([O-])([O-])=O.[K+].[K+].O. Product: [CH2:12]([C:14]1[CH:19]=[C:18]([O:1][C:2]2[CH:7]=[CH:6][N:5]=[C:4]([C:8]([F:11])([F:9])[F:10])[CH:3]=2)[N:17]=[C:16]([CH2:24][NH:25][C:26]([CH:28]2[CH2:29][CH2:30]2)=[O:27])[N:15]=1)[CH3:13]. The catalyst class is: 10. (3) Reactant: [F:1][C:2]1[CH:3]=[CH:4][C:5]([O:8][CH2:9][C:10]2[N:14]([CH3:15])[N:13]=[CH:12][C:11]=2[CH:16]=O)=[N:6][CH:7]=1.[NH2:18][OH:19].CO. Product: [F:1][C:2]1[CH:3]=[CH:4][C:5]([O:8][CH2:9][C:10]2[N:14]([CH3:15])[N:13]=[CH:12][C:11]=2[CH:16]=[N:18][OH:19])=[N:6][CH:7]=1. The catalyst class is: 6. (4) Reactant: Cl[CH2:2][CH2:3][N:4]=[C:5]=[S:6].[CH3:7][C:8]1[C:13]([CH3:14])=[CH:12][CH:11]=[CH:10][C:9]=1[CH:15]([NH2:19])[CH2:16][C:17]#[CH:18].[OH-].[Na+]. Product: [S:6]1[CH2:2][CH2:3][N:4]=[C:5]1[NH:19][CH:15]([C:9]1[CH:10]=[CH:11][CH:12]=[C:13]([CH3:14])[C:8]=1[CH3:7])[CH2:16][C:17]#[CH:18]. The catalyst class is: 28.